This data is from Reaction yield outcomes from USPTO patents with 853,638 reactions. The task is: Predict the reaction yield, written as a fraction of the theoretical maximum amount of product (1.0 means a 100% yield; for example, 0.34 means a 34% yield). The reactants are [Cl:1][C:2]1[N+:7]([O-])=[CH:6][C:5]([CH2:9][N:10]2[CH2:15][CH2:14][N:13]([CH3:16])[CH2:12][CH2:11]2)=[CH:4][CH:3]=1.[O:17]=[C:18]1[CH2:26][C:25]2[C:20](=[CH:21][C:22]([C:27]#[N:28])=[CH:23][CH:24]=2)[NH:19]1.C[Si]([N-][Si](C)(C)C)(C)C.[Na+].P(Cl)(Cl)Cl. The catalyst is O1CCCC1. The product is [ClH:1].[OH:17][C:18]1[NH:19][C:20]2[C:25]([C:26]=1[C:2]1[CH:3]=[CH:4][C:5]([CH2:9][N:10]3[CH2:15][CH2:14][N:13]([CH3:16])[CH2:12][CH2:11]3)=[CH:6][N:7]=1)=[CH:24][CH:23]=[C:22]([C:27]#[N:28])[CH:21]=2. The yield is 0.0900.